From a dataset of Full USPTO retrosynthesis dataset with 1.9M reactions from patents (1976-2016). Predict the reactants needed to synthesize the given product. (1) Given the product [C:2]1([NH:1][CH:20]([CH3:26])[C:21]([O:23][CH2:24][CH3:25])=[O:22])[C:11]2[C:6](=[CH:7][CH:8]=[CH:9][CH:10]=2)[CH:5]=[CH:4][CH:3]=1, predict the reactants needed to synthesize it. The reactants are: [NH2:1][C:2]1[C:11]2[C:6](=[CH:7][CH:8]=[CH:9][CH:10]=2)[CH:5]=[CH:4][CH:3]=1.C(N(CC)CC)C.Br[CH:20]([CH3:26])[C:21]([O:23][CH2:24][CH3:25])=[O:22]. (2) Given the product [Si:1]([O:8][C@@H:9]([CH2:20][O:21][C:22]1[CH:27]=[CH:26][C:25]([Cl:50])=[C:24]([C:28]2[N:33]=[C:32]([Cl:34])[C:31]([CH3:35])=[C:30]([C:36]3[C:37]([CH3:42])=[N:38][O:39][C:40]=3[CH3:41])[N:29]=2)[CH:23]=1)[CH2:10][N:11]([CH3:19])[C:12](=[O:18])[O:13][C:14]([CH3:15])([CH3:16])[CH3:17])([C:4]([CH3:5])([CH3:6])[CH3:7])([CH3:2])[CH3:3], predict the reactants needed to synthesize it. The reactants are: [Si:1]([O:8][C@@H:9]([CH2:20][O:21][C:22]1[CH:27]=[CH:26][CH:25]=[C:24]([C:28]2[N:33]=[C:32]([Cl:34])[C:31]([CH3:35])=[C:30]([C:36]3[C:37]([CH3:42])=[N:38][O:39][C:40]=3[CH3:41])[N:29]=2)[CH:23]=1)[CH2:10][N:11]([CH3:19])[C:12](=[O:18])[O:13][C:14]([CH3:17])([CH3:16])[CH3:15])([C:4]([CH3:7])([CH3:6])[CH3:5])([CH3:3])[CH3:2].C1C(=O)N([Cl:50])C(=O)C1. (3) Given the product [OH:8][C:9]1[CH:10]=[C:11]([CH2:15][CH2:16][NH:17][C:18](=[O:24])[O:19][C:20]([CH3:22])([CH3:21])[CH3:23])[CH:12]=[CH:13][CH:14]=1, predict the reactants needed to synthesize it. The reactants are: C([O:8][C:9]1[CH:10]=[C:11]([CH2:15][CH2:16][NH:17][C:18](=[O:24])[O:19][C:20]([CH3:23])([CH3:22])[CH3:21])[CH:12]=[CH:13][CH:14]=1)C1C=CC=CC=1.[H][H]. (4) Given the product [C:16]([O:15][C:13]([N:20]1[CH2:25][CH2:24][N:23]([C:2]2[C:3]3[CH:11]=[CH:10][C:9]([CH3:12])=[N:8][C:4]=3[N:5]=[CH:6][N:7]=2)[CH2:22][CH2:21]1)=[O:14])([CH3:19])([CH3:17])[CH3:18], predict the reactants needed to synthesize it. The reactants are: Cl[C:2]1[C:3]2[CH:11]=[CH:10][C:9]([CH3:12])=[N:8][C:4]=2[N:5]=[CH:6][N:7]=1.[C:13]([N:20]1[CH2:25][CH2:24][NH:23][CH2:22][CH2:21]1)([O:15][C:16]([CH3:19])([CH3:18])[CH3:17])=[O:14].